The task is: Predict which catalyst facilitates the given reaction.. This data is from Catalyst prediction with 721,799 reactions and 888 catalyst types from USPTO. (1) Reactant: [Cl:1][C:2]1[N:7]=[CH:6][C:5]([C:8]2[O:9][C:10]([CH3:16])=[C:11]([C:13](O)=[O:14])[N:12]=2)=[C:4]([NH:17][CH:18]([CH3:20])[CH3:19])[CH:3]=1.S(Cl)(Cl)=O.[N-:25]=[N+:26]=[N-:27].[Na+]. Product: [Cl:1][C:2]1[N:7]=[CH:6][C:5]([C:8]2[O:9][C:10]([CH3:16])=[C:11]([C:13]([N:25]=[N+:26]=[N-:27])=[O:14])[N:12]=2)=[C:4]([NH:17][CH:18]([CH3:20])[CH3:19])[CH:3]=1. The catalyst class is: 6. (2) Reactant: Br[CH2:2][C:3]([CH:5]1[CH2:7][CH2:6]1)=[O:4].CC1C=C(C)[N:11]([C:15]([NH:17][C:18]([NH:20][CH2:21][CH2:22][NH:23][C:24](=[O:30])[O:25][C:26]([CH3:29])([CH3:28])[CH3:27])=[S:19])=N)N=1. Product: [NH2:11][C:15]1[N:17]=[C:18]([NH:20][CH2:21][CH2:22][NH:23][C:24](=[O:30])[O:25][C:26]([CH3:28])([CH3:27])[CH3:29])[S:19][C:2]=1[C:3]([CH:5]1[CH2:7][CH2:6]1)=[O:4]. The catalyst class is: 16. (3) Reactant: [NH2:1][C:2]1[CH:9]=[CH:8][C:5]([C:6]#[N:7])=[CH:4][C:3]=1[NH:10][C:11]1[CH:16]=[CH:15][CH:14]=[CH:13][CH:12]=1.[C:17]([O:21][C:22]([NH:24][C@@H:25]([CH3:29])[C:26](O)=[O:27])=[O:23])([CH3:20])([CH3:19])[CH3:18].C1C=NC2N(O)N=NC=2C=1.Cl.CN(C)CCCN=C=NCC.CN1CCOCC1. Product: [C:17]([O:21][C:22](=[O:23])[NH:24][C@H:25]([C:26](=[O:27])[NH:1][C:2]1[CH:9]=[CH:8][C:5]([C:6]#[N:7])=[CH:4][C:3]=1[NH:10][C:11]1[CH:12]=[CH:13][CH:14]=[CH:15][CH:16]=1)[CH3:29])([CH3:18])([CH3:19])[CH3:20]. The catalyst class is: 1. (4) Reactant: [Br:1][C:2]1[S:6][C:5]2=[N:7][C:8]([C:10]([OH:12])=O)=[CH:9][N:4]2[N:3]=1.C(Cl)(=O)C([Cl:16])=O. Product: [Br:1][C:2]1[S:6][C:5]2=[N:7][C:8]([C:10]([Cl:16])=[O:12])=[CH:9][N:4]2[N:3]=1. The catalyst class is: 59. (5) Reactant: [NH2:1][C:2]1[N:7]=[CH:6][N:5]=[C:4]([CH2:8][N:9]2[CH:13]=[CH:12][N:11]=[C:10]2[C:14]2[CH:19]=[CH:18][CH:17]=[C:16]([F:20])[N:15]=2)[C:3]=1[CH2:21][CH2:22][CH3:23].Cl[CH2:25][CH:26]=O. Product: [F:20][C:16]1[N:15]=[C:14]([C:10]2[N:9]([CH2:8][C:4]3[N:5]=[CH:6][N:7]4[CH:25]=[CH:26][N:1]=[C:2]4[C:3]=3[CH2:21][CH2:22][CH3:23])[CH:13]=[CH:12][N:11]=2)[CH:19]=[CH:18][CH:17]=1. The catalyst class is: 3. (6) Reactant: [H-].[Na+].C(OP([CH2:11][C:12]1[CH:17]=[CH:16][CH:15]=[C:14]([C:18]#[N:19])[CH:13]=1)(=O)OCC)C.[CH3:20][C:21]([CH3:23])=O.O. Product: [CH3:20][C:21]([CH3:23])=[CH:11][C:12]1[CH:13]=[C:14]([CH:15]=[CH:16][CH:17]=1)[C:18]#[N:19]. The catalyst class is: 7. (7) Reactant: [Cl:1][C:2]1[CH:3]=[C:4]([CH:25]=[CH:26][C:27]=1[Cl:28])[O:5][C:6]1[C:7](=[O:24])[NH:8][C:9]([N:16]2[CH:20]=[CH:19][C:18]([N+:21]([O-])=O)=[N:17]2)=[N:10][C:11]=1[C:12]([F:15])([F:14])[F:13]. Product: [NH2:21][C:18]1[CH:19]=[CH:20][N:16]([C:9]2[NH:8][C:7](=[O:24])[C:6]([O:5][C:4]3[CH:25]=[CH:26][C:27]([Cl:28])=[C:2]([Cl:1])[CH:3]=3)=[C:11]([C:12]([F:15])([F:14])[F:13])[N:10]=2)[N:17]=1. The catalyst class is: 123. (8) The catalyst class is: 14. Reactant: Cl[CH2:2][C:3](=O)[CH2:4][F:5].[C:7]([NH:10][C:11]([NH2:13])=[S:12])(=[O:9])[CH3:8]. Product: [F:5][CH2:4][C:3]1[N:13]=[C:11]([NH:10][C:7](=[O:9])[CH3:8])[S:12][CH:2]=1. (9) Reactant: CN(C=O)C.[NH2:6][C:7]1([C:10]([O:12][C:13]([CH3:16])([CH3:15])[CH3:14])=[O:11])[CH2:9][CH2:8]1.[C:17]1(=O)[O:22][C:20](=[O:21])[C:19]2=[CH:23][CH:24]=[CH:25][CH:26]=[C:18]12.C(N(C(C)C)CC)(C)C. Product: [O:21]=[C:20]1[C:19]2[C:18](=[CH:26][CH:25]=[CH:24][CH:23]=2)[C:17](=[O:22])[N:6]1[C:7]1([C:10]([O:12][C:13]([CH3:16])([CH3:15])[CH3:14])=[O:11])[CH2:9][CH2:8]1. The catalyst class is: 4.